Dataset: hERG potassium channel inhibition data for cardiac toxicity prediction from Karim et al.. Task: Regression/Classification. Given a drug SMILES string, predict its toxicity properties. Task type varies by dataset: regression for continuous values (e.g., LD50, hERG inhibition percentage) or binary classification for toxic/non-toxic outcomes (e.g., AMES mutagenicity, cardiotoxicity, hepatotoxicity). Dataset: herg_karim. The molecule is CCCCc1cc(OC2CCN(CCCCS(=O)(=O)NCCC)CC2)c2ncccc2c1. The result is 1 (blocker).